From a dataset of Catalyst prediction with 721,799 reactions and 888 catalyst types from USPTO. Predict which catalyst facilitates the given reaction. (1) Reactant: Cl[CH2:2][C:3]1[C:4]([CH:19]2[CH2:21][CH2:20]2)=[N:5][C:6]([C:9]2[CH:14]=[CH:13][C:12]([C:15]([F:18])([F:17])[F:16])=[CH:11][CH:10]=2)=[N:7][CH:8]=1.[C-:22]#[N:23].[Na+].O. Product: [CH:19]1([C:4]2[C:3]([CH2:2][C:22]#[N:23])=[CH:8][N:7]=[C:6]([C:9]3[CH:14]=[CH:13][C:12]([C:15]([F:17])([F:16])[F:18])=[CH:11][CH:10]=3)[N:5]=2)[CH2:20][CH2:21]1. The catalyst class is: 16. (2) Reactant: [F:1][C:2]1[CH:7]=[C:6]([F:8])[C:5]([F:9])=[CH:4][C:3]=1[N:10]=[C:11]=S.[NH:13]([C:15](=[O:38])[C:16]([NH:18][C:19]1[CH:24]=[CH:23][C:22]([C@H:25]2[CH2:30][CH2:29][C@H:28]([CH:31]([CH3:37])[C:32]([O:34][CH2:35][CH3:36])=[O:33])[CH2:27][CH2:26]2)=[CH:21][CH:20]=1)=[O:17])[NH2:14].CCN=C=NCCCN(C)C.O. Product: [F:1][C:2]1[CH:7]=[C:6]([F:8])[C:5]([F:9])=[CH:4][C:3]=1[NH:10][C:11]1[O:38][C:15]([C:16]([NH:18][C:19]2[CH:24]=[CH:23][C:22]([C@H:25]3[CH2:30][CH2:29][C@H:28]([CH:31]([CH3:37])[C:32]([O:34][CH2:35][CH3:36])=[O:33])[CH2:27][CH2:26]3)=[CH:21][CH:20]=2)=[O:17])=[N:13][N:14]=1. The catalyst class is: 44.